From a dataset of Catalyst prediction with 721,799 reactions and 888 catalyst types from USPTO. Predict which catalyst facilitates the given reaction. Reactant: [CH2:1]([O:3][C:4]1[C:8]([CH3:9])=[C:7]([NH:10][C:11](=[O:19])OC2C=CC=CC=2)[N:6]([C:20]2[CH:25]=[CH:24][CH:23]=[CH:22][CH:21]=2)[N:5]=1)[CH3:2].[CH:26]1([C:29]2[CH:34]=[CH:33][C:32]([CH2:35][O:36][CH3:37])=[CH:31][C:30]=2[CH2:38][NH2:39])[CH2:28][CH2:27]1.CCN(C(C)C)C(C)C. Product: [CH:26]1([C:29]2[CH:34]=[CH:33][C:32]([CH2:35][O:36][CH3:37])=[CH:31][C:30]=2[CH2:38][NH:39][C:11]([NH:10][C:7]2[N:6]([C:20]3[CH:21]=[CH:22][CH:23]=[CH:24][CH:25]=3)[N:5]=[C:4]([O:3][CH2:1][CH3:2])[C:8]=2[CH3:9])=[O:19])[CH2:27][CH2:28]1. The catalyst class is: 26.